Task: Predict the product of the given reaction.. Dataset: Forward reaction prediction with 1.9M reactions from USPTO patents (1976-2016) (1) Given the reactants [C:1]([NH:4][C:5]1[NH:6][C:7](=O)[C:8]2[N:14]=[C:13]([Cl:15])[CH:12]=[CH:11][C:9]=2[N:10]=1)(=[O:3])[CH3:2].CCN(C(C)C)C(C)C.O=P(Cl)(Cl)[Cl:28], predict the reaction product. The product is: [Cl:28][C:7]1[C:8]2[N:14]=[C:13]([Cl:15])[CH:12]=[CH:11][C:9]=2[N:10]=[C:5]([NH:4][C:1](=[O:3])[CH3:2])[N:6]=1. (2) Given the reactants [CH2:1]([O:7][C:8]([NH:10][C@H:11]([C@@H:15]([OH:17])[CH3:16])[C:12]([OH:14])=O)=[O:9])[CH2:2][CH2:3][CH2:4][CH2:5][CH3:6].CCN(CC)CC.CN(C(ON1N=NC2C=CC=CC1=2)=[N+](C)C)C.[B-](F)(F)(F)F, predict the reaction product. The product is: [CH2:1]([O:7][C:8](=[O:9])[NH:10][C@H:11]1[C:12](=[O:14])[O:17][C@H:15]1[CH3:16])[CH2:2][CH2:3][CH2:4][CH2:5][CH3:6]. (3) Given the reactants [N+:1]([C:4]1[CH:12]=[CH:11][CH:10]=[C:9]2[C:5]=1[CH:6]=[N:7][NH:8]2)([O-:3])=[O:2].CI.[C:15](=O)([O-])[O-].[Cs+].[Cs+].O, predict the reaction product. The product is: [CH3:15][N:8]1[C:9]2[C:5](=[C:4]([N+:1]([O-:3])=[O:2])[CH:12]=[CH:11][CH:10]=2)[CH:6]=[N:7]1. (4) Given the reactants [CH3:1][O:2][C:3]([C:5]1[CH:10]=[CH:9][CH:8]=[C:7]([CH3:11])[N:6]=1)=[O:4].C1C(=O)N([Br:19])C(=O)C1, predict the reaction product. The product is: [CH3:1][O:2][C:3]([C:5]1[CH:10]=[CH:9][CH:8]=[C:7]([CH2:11][Br:19])[N:6]=1)=[O:4]. (5) Given the reactants Br[C:2]1[CH:3]=[CH:4][C:5]([C:8]2([NH:12][S:13]([C:15]([CH3:18])([CH3:17])[CH3:16])=[O:14])[CH2:11][CH2:10][CH2:9]2)=[N:6][CH:7]=1.B1(B2OC(C)(C)C(C)(C)O2)OC(C)(C)C(C)(C)O1.C(Cl)Cl.C([O-])(=O)C.[K+].I[C:46]1[C:47](=[O:74])[C:48]2[CH:49]=[CH:50][N:51]3[C:64](=[O:65])[N:63]([CH2:66][O:67][CH2:68][CH2:69][Si:70]([CH3:73])([CH3:72])[CH3:71])[N:62]=[C:52]3[C:53]=2[O:54][C:55]=1[C:56]1[CH:61]=[CH:60][CH:59]=[CH:58][CH:57]=1.C(=O)([O-])[O-].[Na+].[Na+], predict the reaction product. The product is: [O:65]=[C:64]1[N:51]2[CH:50]=[CH:49][C:48]3[C:47](=[O:74])[C:46]([C:2]4[CH:3]=[CH:4][C:5]([C:8]5([NH:12][S:13]([C:15]([CH3:18])([CH3:17])[CH3:16])=[O:14])[CH2:11][CH2:10][CH2:9]5)=[N:6][CH:7]=4)=[C:55]([C:56]4[CH:61]=[CH:60][CH:59]=[CH:58][CH:57]=4)[O:54][C:53]=3[C:52]2=[N:62][N:63]1[CH2:66][O:67][CH2:68][CH2:69][Si:70]([CH3:73])([CH3:72])[CH3:71]. (6) Given the reactants [Cl:1][C:2]1[C:7]([N+:8]([O-])=O)=[C:6]([Cl:11])[N:5]=[C:4]([CH3:12])[N:3]=1, predict the reaction product. The product is: [Cl:1][C:2]1[C:7]([NH2:8])=[C:6]([Cl:11])[N:5]=[C:4]([CH3:12])[N:3]=1. (7) Given the reactants [OH:1]S(C(F)(F)F)(=O)=O.[C:9](=[NH:32])([O:11][CH2:12][CH2:13][C:14]1[CH:19]=[CH:18][C:17]([O:20][C:21]2[CH:26]=[CH:25][C:24]([Cl:27])=[C:23]([C:28]([F:31])([F:30])[F:29])[CH:22]=2)=[CH:16][CH:15]=1)[NH2:10].[CH:33]([CH:35]([CH2:41][C:42]1[C:47](F)=[CH:46][C:45]([F:49])=[CH:44][C:43]=1[F:50])[C:36](OCC)=O)=[O:34].C([O-])([O-])=O.[K+].[K+], predict the reaction product. The product is: [Cl:27][C:24]1[CH:25]=[CH:26][C:21]([O:20][C:17]2[CH:16]=[CH:15][C:14]([CH2:13][CH2:12][O:11][C:9]3[NH:10][CH:36]=[C:35]([CH2:41][C:42]4[C:47]([OH:1])=[CH:46][C:45]([F:49])=[CH:44][C:43]=4[F:50])[C:33](=[O:34])[N:32]=3)=[CH:19][CH:18]=2)=[CH:22][C:23]=1[C:28]([F:31])([F:30])[F:29]. (8) Given the reactants [Br:1][C:2]1[CH:7]=[C:6]([O:8][CH3:9])[CH:5]=[CH:4][C:3]=1[F:10].[I:11]I, predict the reaction product. The product is: [Br:1][C:2]1[CH:7]=[C:6]([O:8][CH3:9])[C:5]([I:11])=[CH:4][C:3]=1[F:10].